From a dataset of Forward reaction prediction with 1.9M reactions from USPTO patents (1976-2016). Predict the product of the given reaction. (1) Given the reactants [Cl:1][C:2]1[CH:7]=[CH:6][CH:5]=[CH:4][C:3]=1[N:8]1[C:12]([S:13][C:14]2[CH:19]=[CH:18][CH:17]=[C:16]([O:20][CH3:21])[N:15]=2)=[CH:11][C:10]([C:22](OCC)=[O:23])=[N:9]1.[H-].C([Al+]CC(C)C)C(C)C.[OH-].[Na+], predict the reaction product. The product is: [Cl:1][C:2]1[CH:7]=[CH:6][CH:5]=[CH:4][C:3]=1[N:8]1[C:12]([S:13][C:14]2[CH:19]=[CH:18][CH:17]=[C:16]([O:20][CH3:21])[N:15]=2)=[CH:11][C:10]([CH:22]=[O:23])=[N:9]1. (2) Given the reactants [CH2:1]([C:5]1[C:13](=O)[N:12]2[C:8]([NH:9][C:10]3[CH:18]=[CH:17][CH:16]=[CH:15][C:11]=32)=[C:7]([C:19]#[N:20])[C:6]=1[CH:21]1[CH2:23][CH2:22]1)[CH2:2][CH2:3][CH3:4].P(Cl)(Cl)([Cl:26])=O, predict the reaction product. The product is: [CH2:1]([C:5]1[C:6]([CH:21]2[CH2:23][CH2:22]2)=[C:7]([C:19]#[N:20])[C:8]2[N:12]([C:13]=1[Cl:26])[C:11]1[CH:15]=[CH:16][CH:17]=[CH:18][C:10]=1[N:9]=2)[CH2:2][CH2:3][CH3:4]. (3) Given the reactants Cl[CH2:2][C:3]([NH:5][C:6]([NH:8][CH:9]1[C:18]2[C:13](=[N:14][C:15]([C:26]3[CH:31]=[CH:30][C:29]([Cl:32])=[CH:28][C:27]=3[Cl:33])=[C:16]([C:19]3[CH:24]=[CH:23][C:22]([Cl:25])=[CH:21][CH:20]=3)[CH:17]=2)[O:12][C:11]([CH3:35])([CH3:34])[CH2:10]1)=[O:7])=[O:4].[H-].[Na+], predict the reaction product. The product is: [Cl:25][C:22]1[CH:21]=[CH:20][C:19]([C:16]2[CH:17]=[C:18]3[CH:9]([N:8]4[CH2:2][C:3](=[O:4])[NH:5][C:6]4=[O:7])[CH2:10][C:11]([CH3:34])([CH3:35])[O:12][C:13]3=[N:14][C:15]=2[C:26]2[CH:31]=[CH:30][C:29]([Cl:32])=[CH:28][C:27]=2[Cl:33])=[CH:24][CH:23]=1. (4) The product is: [Cl:15][CH2:16][C:17]([O:14][C:4]1[C:3]([O:2][CH3:1])=[C:8]2[C:7]([CH:13]=[CH:12][C:10](=[O:11])[O:9]2)=[CH:6][CH:5]=1)=[O:18].[C:10]([O:9][CH2:8][CH3:7])(=[O:11])[CH3:12]. Given the reactants [CH3:1][O:2][C:3]1[C:8]2[O:9][C:10]([CH:12]=[CH:13][C:7]=2[CH:6]=[CH:5][C:4]=1[OH:14])=[O:11].[Cl:15][CH2:16][C:17](Cl)=[O:18].C(=O)([O-])[O-].[Na+].[Na+], predict the reaction product. (5) Given the reactants Cl.[CH3:2][N:3]1[C:7]([C@@H:8]2[CH2:13][CH2:12][CH2:11][N:10](C(OC(C)(C)C)=O)[CH2:9]2)=[N:6][C:5]([C:21]2[CH:22]=[C:23]3[C:27](=[CH:28][CH:29]=2)[NH:26][N:25]=[C:24]3[C:30]2[CH:35]=[CH:34][N:33]=[CH:32][CH:31]=2)=[N:4]1, predict the reaction product. The product is: [CH3:2][N:3]1[C:7]([C@@H:8]2[CH2:13][CH2:12][CH2:11][NH:10][CH2:9]2)=[N:6][C:5]([C:21]2[CH:22]=[C:23]3[C:27](=[CH:28][CH:29]=2)[NH:26][N:25]=[C:24]3[C:30]2[CH:31]=[CH:32][N:33]=[CH:34][CH:35]=2)=[N:4]1. (6) Given the reactants [Cl-].O[NH3+:3].[C:4](=[O:7])([O-])[OH:5].[Na+].CS(C)=O.[CH2:13]([C:17]1[N:18]=[C:19]([CH3:48])[N:20]([C:39]2[CH:44]=[CH:43][CH:42]=[C:41]([CH:45]3[CH2:47][CH2:46]3)[CH:40]=2)[C:21](=[O:38])[C:22]=1[CH2:23][C:24]1[CH:29]=[CH:28][C:27]([C:30]2[C:31]([C:36]#[N:37])=[CH:32][CH:33]=[CH:34][CH:35]=2)=[CH:26][CH:25]=1)[CH2:14][CH2:15][CH3:16], predict the reaction product. The product is: [CH2:13]([C:17]1[N:18]=[C:19]([CH3:48])[N:20]([C:39]2[CH:44]=[CH:43][CH:42]=[C:41]([CH:45]3[CH2:46][CH2:47]3)[CH:40]=2)[C:21](=[O:38])[C:22]=1[CH2:23][C:24]1[CH:25]=[CH:26][C:27]([C:30]2[CH:35]=[CH:34][CH:33]=[CH:32][C:31]=2[C:36]2[NH:3][C:4](=[O:7])[O:5][N:37]=2)=[CH:28][CH:29]=1)[CH2:14][CH2:15][CH3:16]. (7) The product is: [F:25][C:16]1[CH:15]=[C:14]([CH:19]=[CH:18][C:17]=1[NH:20][S:21]([CH3:24])(=[O:23])=[O:22])[CH2:13][NH:12][C:10](=[O:11])[CH:9]=[CH:8][C:7]1[C:2]([NH:34][CH2:33][CH2:32][O:31][CH3:30])=[N:3][C:4]([C:26]([F:29])([F:28])[F:27])=[CH:5][CH:6]=1. Given the reactants Cl[C:2]1[C:7]([CH:8]=[CH:9][C:10]([NH:12][CH2:13][C:14]2[CH:19]=[CH:18][C:17]([NH:20][S:21]([CH3:24])(=[O:23])=[O:22])=[C:16]([F:25])[CH:15]=2)=[O:11])=[CH:6][CH:5]=[C:4]([C:26]([F:29])([F:28])[F:27])[N:3]=1.[CH3:30][O:31][CH2:32][CH2:33][NH2:34].C([O-])([O-])=O.[K+].[K+], predict the reaction product. (8) Given the reactants P(Cl)(Cl)([Cl:3])=O.[O:6]=[C:7]1[N:12]([CH2:13]CC(F)(F)F)[C:11]2SC(C(O)=O)=[CH:21][C:10]=2[C:9](=O)[N:8]1CCC1C=CC=CC=1.[CH2:34]([OH:36])[CH3:35], predict the reaction product. The product is: [Cl:3][C:13]1[NH:12][C:7](=[O:6])[N:8]([CH2:9][CH:10]([CH3:21])[CH3:11])[C:34](=[O:36])[CH:35]=1.